From a dataset of Tyrosyl-DNA phosphodiesterase HTS with 341,365 compounds. Binary Classification. Given a drug SMILES string, predict its activity (active/inactive) in a high-throughput screening assay against a specified biological target. (1) The drug is S(CC(=O)NC1CCCC1)c1sc(NC(=O)c2c(OC)cc(OC)cc2)nn1. The result is 0 (inactive). (2) The molecule is Clc1cc(OCCN2CCOCC2)ccc1. The result is 0 (inactive).